Task: Predict the reactants needed to synthesize the given product.. Dataset: Full USPTO retrosynthesis dataset with 1.9M reactions from patents (1976-2016) (1) The reactants are: Cl[C:2]1[N:3]=[C:4]([N:21]2[CH2:26][CH2:25][O:24][CH2:23][CH2:22]2)[C:5]2[S:10][C:9]([CH2:11][N:12]([CH3:20])[S:13]([CH2:16][CH2:17][CH2:18][Cl:19])(=[O:15])=[O:14])=[CH:8][C:6]=2[N:7]=1.CC1(C)C(C)(C)OB([C:35]2[CH:43]=[CH:42][CH:41]=[C:40]3[C:36]=2[CH:37]=[N:38][NH:39]3)O1. Given the product [NH:39]1[C:40]2[C:36](=[C:35]([C:2]3[N:3]=[C:4]([N:21]4[CH2:22][CH2:23][O:24][CH2:25][CH2:26]4)[C:5]4[S:10][C:9]([CH2:11][N:12]([CH3:20])[S:13]([CH2:16][CH2:17][CH2:18][Cl:19])(=[O:15])=[O:14])=[CH:8][C:6]=4[N:7]=3)[CH:43]=[CH:42][CH:41]=2)[CH:37]=[N:38]1, predict the reactants needed to synthesize it. (2) Given the product [Cl:16][C:17]1[CH:22]=[CH:21][C:20]([C@H:23]2[N:30]3[C:26]([S:27][C:28]([C:34]([N:36]4[CH2:41][C@H:40]([CH3:42])[N:6]([CH3:5])[CH2:43][C@@H:37]4[CH3:38])=[O:35])=[C:29]3[CH:31]([CH3:33])[CH3:32])=[N:25][C@:24]2([C:45]2[CH:46]=[CH:47][C:48]([Cl:51])=[CH:49][CH:50]=2)[CH3:44])=[CH:19][CH:18]=1, predict the reactants needed to synthesize it. The reactants are: Cl.C(O)C.[C:5]([BH3-])#[N:6].[Na+].O1CCCC1.C=O.[Cl:16][C:17]1[CH:22]=[CH:21][C:20]([C@H:23]2[N:30]3[C:26]([S:27][C:28]([C:34]([N:36]4[CH2:41][C@H:40]([CH3:42])N[CH2:38][C@@H:37]4[CH3:43])=[O:35])=[C:29]3[CH:31]([CH3:33])[CH3:32])=[N:25][C@:24]2([C:45]2[CH:50]=[CH:49][C:48]([Cl:51])=[CH:47][CH:46]=2)[CH3:44])=[CH:19][CH:18]=1. (3) Given the product [OH:1][C:2]([CH3:23])([CH3:24])[C@@H:3]([NH:5][C:6]([C:8]1[C:16]2[C:11](=[N:12][CH:13]=[C:14]([CH:17]3[CH2:22][CH2:21][CH2:20][CH2:19][CH2:18]3)[N:15]=2)[NH:10][CH:9]=1)=[O:7])[CH3:4], predict the reactants needed to synthesize it. The reactants are: [OH:1][C:2]([CH3:24])([CH3:23])[C@@H:3]([NH:5][C:6]([C:8]1[C:16]2[C:11](=[N:12][CH:13]=[C:14]([C:17]3[CH2:22][CH2:21][CH2:20][CH2:19][CH:18]=3)[N:15]=2)[NH:10][CH:9]=1)=[O:7])[CH3:4]. (4) Given the product [Cl:1][C:2]1[N:7]=[N:6][C:5]([NH:8][S:9]([CH2:12][C:13]2[CH:17]=[C:16]([Cl:18])[S:15][C:14]=2[Cl:19])(=[O:10])=[O:11])=[C:4]([OH:20])[CH:3]=1, predict the reactants needed to synthesize it. The reactants are: [Cl:1][C:2]1[N:7]=[N:6][C:5]([NH:8][S:9]([CH2:12][C:13]2[CH:17]=[C:16]([Cl:18])[S:15][C:14]=2[Cl:19])(=[O:11])=[O:10])=[C:4]([O:20]C)[CH:3]=1.B(Br)(Br)Br. (5) Given the product [ClH:16].[Cl:16][C:17]1[CH:25]=[CH:24][CH:23]=[CH:22][C:18]=1[C:19]([NH:15][C:13]1[CH:12]=[CH:11][CH:10]=[C:9]([O:8][CH:5]2[CH2:4][CH2:3][N:2]([CH3:1])[CH2:7][CH2:6]2)[N:14]=1)=[O:20], predict the reactants needed to synthesize it. The reactants are: [CH3:1][N:2]1[CH2:7][CH2:6][CH:5]([O:8][C:9]2[N:14]=[C:13]([NH2:15])[CH:12]=[CH:11][CH:10]=2)[CH2:4][CH2:3]1.[Cl:16][C:17]1[CH:25]=[CH:24][CH:23]=[CH:22][C:18]=1[C:19](Cl)=[O:20]. (6) The reactants are: [O:1]1[CH2:4][CH:3]([OH:5])[CH2:2]1.[C:6](=O)([O:15]N1C(=O)CCC1=O)[O:7][N:8]1[C:12](=[O:13])[CH2:11][CH2:10][C:9]1=[O:14]. Given the product [C:6](=[O:15])([O:5][CH:3]1[CH2:4][O:1][CH2:2]1)[O:7][N:8]1[C:12](=[O:13])[CH2:11][CH2:10][C:9]1=[O:14], predict the reactants needed to synthesize it.